From a dataset of Catalyst prediction with 721,799 reactions and 888 catalyst types from USPTO. Predict which catalyst facilitates the given reaction. (1) The catalyst class is: 7. Product: [O:38]=[C:29]1[C:30]2[C:35](=[CH:34][CH:33]=[CH:32][CH:31]=2)[C:36](=[O:37])[N:28]1[O:13][CH:14]1[CH2:15][CH2:16][N:17]([C:20]([O:22][C:23]([CH3:26])([CH3:25])[CH3:24])=[O:21])[CH2:18][CH2:19]1. Reactant: N(C(OCC)=O)=NC(OCC)=O.[OH:13][CH:14]1[CH2:19][CH2:18][N:17]([C:20]([O:22][C:23]([CH3:26])([CH3:25])[CH3:24])=[O:21])[CH2:16][CH2:15]1.O[N:28]1[C:36](=[O:37])[C:35]2[C:30](=[CH:31][CH:32]=[CH:33][CH:34]=2)[C:29]1=[O:38].C1(P(C2C=CC=CC=2)C2C=CC=CC=2)C=CC=CC=1. (2) The catalyst class is: 1. Reactant: [CH3:1][C:2]1[C:6]2[CH:7]=[C:8]([C:11]([F:14])([F:13])[F:12])[CH:9]=[CH:10][C:5]=2[S:4][C:3]=1[C:15](OC)=[O:16].[H-].C([Al+]CC(C)C)C(C)C. Product: [CH3:1][C:2]1[C:6]2[CH:7]=[C:8]([C:11]([F:14])([F:12])[F:13])[CH:9]=[CH:10][C:5]=2[S:4][C:3]=1[CH2:15][OH:16]. (3) Reactant: [NH2:1][C:2]1[N:3]([CH3:24])[C:4](=[O:23])[C:5]2([C:15]3[C:10](=[CH:11][CH:12]=[C:13](Br)[CH:14]=3)[O:9][CH:8]([C:17]3[CH:22]=[CH:21][CH:20]=[CH:19][CH:18]=3)[CH2:7]2)[N:6]=1.[Cl:25][C:26]1[CH:31]=[CH:30][C:29]([C:32]#[N:33])=[CH:28][C:27]=1B(O)O. Product: [NH2:1][C:2]1[N:3]([CH3:24])[C:4](=[O:23])[C:5]2([C:15]3[C:10](=[CH:11][CH:12]=[C:13]([C:27]4[CH:28]=[C:29]([CH:30]=[CH:31][C:26]=4[Cl:25])[C:32]#[N:33])[CH:14]=3)[O:9][CH:8]([C:17]3[CH:22]=[CH:21][CH:20]=[CH:19][CH:18]=3)[CH2:7]2)[N:6]=1. The catalyst class is: 806. (4) Reactant: [C:1]1([P:7]([C:14]2[CH:19]=[CH:18][CH:17]=[CH:16][CH:15]=2)[C:8]2[CH:13]=[CH:12][CH:11]=[CH:10][CH:9]=2)[CH:6]=[CH:5][CH:4]=[CH:3][CH:2]=1.[Br:20][CH2:21][C:22]([O:24][CH2:25][CH3:26])=[O:23]. Product: [Br-:20].[CH2:25]([O:24][C:22]([CH2:21][P+:7]([C:1]1[CH:2]=[CH:3][CH:4]=[CH:5][CH:6]=1)([C:8]1[CH:13]=[CH:12][CH:11]=[CH:10][CH:9]=1)[C:14]1[CH:15]=[CH:16][CH:17]=[CH:18][CH:19]=1)=[O:23])[CH3:26]. The catalyst class is: 11. (5) Reactant: [CH3:1][N:2]([CH3:15])[C:3](=O)[CH2:4][C:5]1[C:9]2=[N:10][CH:11]=[CH:12][CH:13]=[C:8]2[NH:7][CH:6]=1.[H-].[Al+3].[Li+].[H-].[H-].[H-]. Product: [CH3:15][N:2]([CH3:1])[CH2:3][CH2:4][C:5]1[C:9]2=[N:10][CH:11]=[CH:12][CH:13]=[C:8]2[NH:7][CH:6]=1. The catalyst class is: 7. (6) Reactant: [NH:1]1[CH2:6][CH2:5][O:4][CH2:3][CH2:2]1.[C:7]1(=[O:14])[O:13][C:11](=[O:12])[CH2:10][C:8]1=[CH2:9]. Product: [CH2:9]=[C:8]([CH2:10][C:11]([N:1]1[CH2:6][CH2:5][O:4][CH2:3][CH2:2]1)=[O:12])[C:7]([OH:14])=[O:13]. The catalyst class is: 4.